This data is from Forward reaction prediction with 1.9M reactions from USPTO patents (1976-2016). The task is: Predict the product of the given reaction. Given the reactants Br.[C:2]1([C:8]2[N:13]=[CH:12][C:11]([CH2:14][CH2:15][NH:16]C(=O)OCC3C=CC=CC=3)=[CH:10][CH:9]=2)[CH:7]=[CH:6][CH:5]=[CH:4][CH:3]=1, predict the reaction product. The product is: [C:2]1([C:8]2[N:13]=[CH:12][C:11]([CH2:14][CH2:15][NH2:16])=[CH:10][CH:9]=2)[CH:7]=[CH:6][CH:5]=[CH:4][CH:3]=1.